This data is from Full USPTO retrosynthesis dataset with 1.9M reactions from patents (1976-2016). The task is: Predict the reactants needed to synthesize the given product. (1) Given the product [C:6]([O:8][CH3:9])(=[O:7])[CH2:5][CH2:4][CH2:3][CH2:2][CH2:1][CH2:39][CH2:38][CH2:37][CH2:36][CH2:35][CH2:34][CH2:33][CH2:32][CH2:31][CH2:30][CH2:29][CH2:28][CH2:27][CH2:26][CH2:25][CH3:24], predict the reactants needed to synthesize it. The reactants are: [CH2:1](O)[C@H:2]1[O:7][C@H:6]([O:8][C@:9]2(CO)O[C@H](CO)[C@@H](O)[C@@H]2O)[C@H:5](O)[C@@H:4](O)[C@@H:3]1O.[C:24]([O-])(=O)[CH2:25][CH2:26][CH2:27][CH2:28][CH2:29][CH2:30][CH2:31][CH2:32][CH2:33][CH2:34][CH2:35][CH2:36][CH2:37][CH2:38][CH2:39]CC.[Na+].OO. (2) The reactants are: C([Li])CCC.C(NC(C)C)(C)C.[C:13]([O:16][C:17]([CH3:20])([CH3:19])[CH3:18])(=[O:15])[CH3:14].[CH3:21][C@H:22]([C@H:34]([CH3:38])[CH2:35][CH2:36][CH3:37])[CH:23]=[N:24][S:25]([C:27]1[CH:32]=[CH:31][C:30]([CH3:33])=[CH:29][CH:28]=1)=[O:26]. Given the product [C:17]([O:16][C:13](=[O:15])[CH2:14][C@@H:23]([NH:24][S:25]([C:27]1[CH:32]=[CH:31][C:30]([CH3:33])=[CH:29][CH:28]=1)=[O:26])[C@H:22]([CH3:21])[C@H:34]([CH3:38])[CH2:35][CH2:36][CH3:37])([CH3:20])([CH3:19])[CH3:18], predict the reactants needed to synthesize it. (3) Given the product [N:43]([CH2:42][C@:5]1([OH:4])[C@@H:10]([OH:11])[C@H:9]([OH:15])[C@@H:8]([CH2:19][OH:20])[O:7][C@@H:6]1[O:24][C:25]1[CH:30]=[CH:29][C:28]([C:31]2[CH:32]=[C:33]([CH:34]=[CH:35][CH:36]=2)[C:37]([NH:38][CH3:39])=[O:40])=[CH:27][C:26]=1[CH3:41])=[N+:44]=[N-:45], predict the reactants needed to synthesize it. The reactants are: C([O:4][C@@:5]1([CH2:42][N:43]=[N+:44]=[N-:45])[C@@H:10]([O:11]C(=O)C)[C@H:9]([O:15]C(=O)C)[C@@H:8]([CH2:19][O:20]C(=O)C)[O:7][C@@H:6]1[O:24][C:25]1[CH:30]=[CH:29][C:28]([C:31]2[CH:36]=[CH:35][CH:34]=[C:33]([C:37](=[O:40])[NH:38][CH3:39])[CH:32]=2)=[CH:27][C:26]=1[CH3:41])(=O)C.C[O-].[Na+]. (4) Given the product [C:10]1([CH2:16][C:17]([O:9][CH:1]2[CH2:8][CH2:7][CH2:6][CH2:5][CH2:4][CH:3]=[CH:2]2)=[O:18])[CH:15]=[CH:14][CH:13]=[CH:12][CH:11]=1, predict the reactants needed to synthesize it. The reactants are: [CH:1]1([OH:9])[CH2:8][CH2:7][CH2:6][CH2:5][CH2:4][CH:3]=[CH:2]1.[C:10]1([CH2:16][C:17](Cl)=[O:18])[CH:15]=[CH:14][CH:13]=[CH:12][CH:11]=1. (5) Given the product [CH3:1][O:2][C:3]1[C:4](=[O:24])[C:5]([CH3:23])=[C:6]([CH2:12][C:13]2[CH:18]=[CH:17][C:16]([CH2:19][C:20]([NH:28][CH:25]([CH3:27])[CH3:26])=[O:22])=[CH:15][CH:14]=2)[C:7](=[O:11])[C:8]=1[O:9][CH3:10], predict the reactants needed to synthesize it. The reactants are: [CH3:1][O:2][C:3]1[C:4](=[O:24])[C:5]([CH3:23])=[C:6]([CH2:12][C:13]2[CH:18]=[CH:17][C:16]([CH2:19][C:20]([OH:22])=O)=[CH:15][CH:14]=2)[C:7](=[O:11])[C:8]=1[O:9][CH3:10].[CH:25]([NH2:28])([CH3:27])[CH3:26]. (6) Given the product [CH3:1][O:2][C:3]1[CH:8]=[C:7]([O:9][CH3:10])[CH:6]=[CH:5][C:4]=1[NH:11][C:12]1[N:23]=[CH:22][CH:21]=[CH:20][C:13]=1[C:14]([NH:16][CH2:17][C:18]1[N:26]=[N:25][N:24]([CH2:27][C:28]2[CH:33]=[CH:32][C:31]([F:34])=[CH:30][CH:29]=2)[CH:19]=1)=[O:15], predict the reactants needed to synthesize it. The reactants are: [CH3:1][O:2][C:3]1[CH:8]=[C:7]([O:9][CH3:10])[CH:6]=[CH:5][C:4]=1[NH:11][C:12]1[N:23]=[CH:22][CH:21]=[CH:20][C:13]=1[C:14]([NH:16][CH2:17][C:18]#[CH:19])=[O:15].[N:24]([CH2:27][C:28]1[CH:33]=[CH:32][C:31]([F:34])=[CH:30][CH:29]=1)=[N+:25]=[N-:26].O.O=C1O[C@H]([C@H](CO)O)C([O-])=C1O.[Na+].